Dataset: Reaction yield outcomes from USPTO patents with 853,638 reactions. Task: Predict the reaction yield, written as a fraction of the theoretical maximum amount of product (1.0 means a 100% yield; for example, 0.34 means a 34% yield). (1) The catalyst is CO.O. The yield is 0.800. The product is [C:14]([CH2:13][O:12][C:4]1[CH:3]=[C:2]([Cl:1])[CH:11]=[CH:10][C:5]=1[C:6]([OH:8])=[O:7])([OH:16])=[O:15]. The reactants are [Cl:1][C:2]1[CH:11]=[CH:10][C:5]([C:6]([O:8]C)=[O:7])=[C:4]([O:12][CH2:13][C:14]([O:16]CC)=[O:15])[CH:3]=1.[OH-].[K+]. (2) The reactants are N[C:2]1[N:11]=[C:10]([C:12]2[CH:21]=[C:20]([CH3:22])[C:15]([O:16][CH2:17][CH2:18][OH:19])=[C:14]([CH3:23])[CH:13]=2)[CH:9]=[C:8]2[C:3]=1[C:4]([O:26][CH3:27])=[CH:5][C:6]([O:24][CH3:25])=[N:7]2.N([O-])=[O:29].[Na+]. The catalyst is O.Cl. The product is [OH:19][CH2:18][CH2:17][O:16][C:15]1[C:20]([CH3:22])=[CH:21][C:12]([C:10]2[NH:11][C:2](=[O:29])[C:3]3[C:4]([O:26][CH3:27])=[CH:5][C:6]([O:24][CH3:25])=[N:7][C:8]=3[CH:9]=2)=[CH:13][C:14]=1[CH3:23]. The yield is 0.260. (3) The reactants are [CH3:1][CH:2]1[CH:10]2[CH:5](C3CC2C=C3)[C:4](=[O:12])/[C:3]/1=[CH:13]/[C:14]1[CH:19]=[CH:18][CH:17]=[CH:16][CH:15]=1.C1(=O)OC(=O)C=C1.C[Al](Cl)Cl.CCCCCC. The catalyst is ClCCl. The product is [CH3:1][CH:2]1[CH:10]=[CH:5][C:4](=[O:12])/[C:3]/1=[CH:13]/[C:14]1[CH:19]=[CH:18][CH:17]=[CH:16][CH:15]=1. The yield is 0.750. (4) The reactants are [CH3:1][C:2]1([CH3:14])[CH2:11][C:10]2[NH:9][C:8](=O)[CH:7]=[CH:6][C:5]=2[C:4](=[O:13])[CH2:3]1.P(Cl)(Cl)([Cl:17])=O. No catalyst specified. The product is [Cl:17][C:8]1[CH:7]=[CH:6][C:5]2[C:4](=[O:13])[CH2:3][C:2]([CH3:14])([CH3:1])[CH2:11][C:10]=2[N:9]=1. The yield is 0.600. (5) The reactants are [Cl:1][C:2]1[CH:21]=[C:20]([Cl:22])[CH:19]=[CH:18][C:3]=1[O:4][CH2:5][C:6]([NH:8][C:9]1[CH:10]=[C:11]([CH:15]=[CH:16][CH:17]=1)[C:12]([OH:14])=O)=[O:7].[N:23]1(CCN)CCOC[CH2:24]1.C(Cl)CCl.[CH:36]1[CH:37]=[CH:38][C:39]2N(O)N=[N:42][C:40]=2C=1.CCN(C(C)C)C(C)C. The catalyst is CN(CC1C=C(CN(C)C)C(O)=C(CN(C)C)C=1)C. The product is [Cl:1][C:2]1[CH:21]=[C:20]([Cl:22])[CH:19]=[CH:18][C:3]=1[O:4][CH2:5][C:6]([NH:8][C:9]1[CH:10]=[C:11]([CH:15]=[CH:16][CH:17]=1)[C:12]([NH:23][CH2:24][C:39]1[CH:40]=[N:42][CH:36]=[CH:37][CH:38]=1)=[O:14])=[O:7]. The yield is 0.380. (6) The reactants are [C:1]([O:5][C:6]([NH:8][CH:9]([C:29](=[O:33])[N:30]([CH3:32])[CH3:31])[CH2:10][C:11]1[CH:28]=[CH:27][C:14]([O:15][C:16]2[CH:21]=[CH:20][CH:19]=[CH:18][C:17]=2[CH2:22][CH2:23][C:24]([OH:26])=O)=[CH:13][CH:12]=1)=[O:7])([CH3:4])([CH3:3])[CH3:2].ON1C2C=CC=CC=2N=N1.Cl.CN(C)CCCN=C=NCC.C(N(CC)CC)C.Cl.[CH2:64]([O:71][NH2:72])[C:65]1[CH:70]=[CH:69][CH:68]=[CH:67][CH:66]=1. The catalyst is CN(C=O)C.CCCCCC.C(OCC)(=O)C. The product is [C:1]([O:5][C:6](=[O:7])[NH:8][CH:9]([C:29](=[O:33])[N:30]([CH3:32])[CH3:31])[CH2:10][C:11]1[CH:12]=[CH:13][C:14]([O:15][C:16]2[CH:21]=[CH:20][CH:19]=[CH:18][C:17]=2[CH2:22][CH2:23][C:24](=[O:26])[NH:72][O:71][CH2:64][C:65]2[CH:70]=[CH:69][CH:68]=[CH:67][CH:66]=2)=[CH:27][CH:28]=1)([CH3:3])([CH3:4])[CH3:2]. The yield is 0.980. (7) The reactants are [N+:1]([C:4]1[CH:9]=[CH:8][C:7]([S:10](Cl)(=[O:12])=[O:11])=[CH:6][CH:5]=1)([O-:3])=[O:2].[CH2:14]([NH2:21])[C:15]1[CH:20]=[CH:19][CH:18]=[CH:17][CH:16]=1.C(N(CC)CC)C. The catalyst is C(Cl)Cl. The product is [CH2:14]([NH:21][S:10]([C:7]1[CH:8]=[CH:9][C:4]([N+:1]([O-:3])=[O:2])=[CH:5][CH:6]=1)(=[O:12])=[O:11])[C:15]1[CH:20]=[CH:19][CH:18]=[CH:17][CH:16]=1. The yield is 0.900.